Binary Classification. Given a drug SMILES string, predict its activity (active/inactive) in a high-throughput screening assay against a specified biological target. From a dataset of HIV replication inhibition screening data with 41,000+ compounds from the AIDS Antiviral Screen. (1) The molecule is CN(C)CCSC(=Nc1ccccc1)n1cccc1. The result is 0 (inactive). (2) The drug is Oc1nc2c(c(-c3ccc(F)cc3)n1)COCC2=Cc1ccc(F)cc1. The result is 0 (inactive). (3) The compound is Cc1ccc(NC(=O)C(=O)C2C(=N)NN(c3ccccc3)C2=O)cc1C. The result is 0 (inactive). (4) The compound is CC(=O)C(=Cc1ccc(Cl)cc1)C(C)=O. The result is 0 (inactive). (5) The drug is O=C1C(=Cc2ccc([N+](=O)[O-])cc2)CS(=O)(=O)CC1=Cc1ccc([N+](=O)[O-])cc1. The result is 0 (inactive).